Dataset: Reaction yield outcomes from USPTO patents with 853,638 reactions. Task: Predict the reaction yield, written as a fraction of the theoretical maximum amount of product (1.0 means a 100% yield; for example, 0.34 means a 34% yield). (1) The reactants are C(O[C:5](=[O:7])[CH3:6])(=O)C.[F:8][C:9]1[CH:15]=[CH:14][C:12]([NH2:13])=[C:11]([CH3:16])[CH:10]=1. The catalyst is C(Cl)(Cl)Cl. The product is [F:8][C:9]1[CH:15]=[CH:14][C:12]([NH:13][C:5](=[O:7])[CH3:6])=[C:11]([CH3:16])[CH:10]=1. The yield is 0.990. (2) The reactants are [CH3:1][O:2][C:3]1[CH:12]=[C:11]2[C:6]([C:7]([CH3:22])=[CH:8][C:9]([NH:13][C@H:14]3[CH2:19][C@@H:18]4[CH2:20][C@H:15]3[C@@H:16]([NH2:21])[CH2:17]4)=[N:10]2)=[CH:5][CH:4]=1.[CH3:23][N:24]1[C:32]2[C:27](=[CH:28][CH:29]=[CH:30][CH:31]=2)[C:26]([CH:33]=O)=[CH:25]1. The catalyst is CO. The product is [CH3:1][O:2][C:3]1[CH:12]=[C:11]2[C:6]([C:7]([CH3:22])=[CH:8][C:9]([NH:13][C@H:14]3[CH2:19][C@@H:18]4[CH2:20][C@H:15]3[C@@H:16]([NH:21][CH2:33][C:26]3[C:27]5[C:32](=[CH:31][CH:30]=[CH:29][CH:28]=5)[N:24]([CH3:23])[CH:25]=3)[CH2:17]4)=[N:10]2)=[CH:5][CH:4]=1. The yield is 0.640. (3) The reactants are FC(F)(F)C(O)=O.[N:8]1[C:13]2[NH:14][C:15]3[CH:25]=[N:24][CH:23]=[CH:22][C:16]=3/[C:17](=[N:20]/[OH:21])/[C:18](=O)[C:12]=2[CH:11]=[CH:10][CH:9]=1.[Cl:26][C:27]1[CH:34]=[C:33]([CH2:35][O:36][Si:37]([CH:44]([CH3:46])[CH3:45])([CH:41]([CH3:43])[CH3:42])[CH:38]([CH3:40])[CH3:39])[CH:32]=[C:31]([Cl:47])[C:28]=1[CH:29]=O.C([O-])(=O)C.[NH4+:52]. The catalyst is C(O)(=O)C. The product is [Cl:26][C:27]1[CH:34]=[C:33]([CH2:35][O:36][Si:37]([CH:44]([CH3:46])[CH3:45])([CH:41]([CH3:43])[CH3:42])[CH:38]([CH3:40])[CH3:39])[CH:32]=[C:31]([Cl:47])[C:28]=1[C:29]1[N:20]([OH:21])[C:17]2[C:16]3[CH:22]=[CH:23][N:24]=[CH:25][C:15]=3[NH:14][C:13]3[N:8]=[CH:9][CH:10]=[CH:11][C:12]=3[C:18]=2[N:52]=1. The yield is 1.00.